This data is from Forward reaction prediction with 1.9M reactions from USPTO patents (1976-2016). The task is: Predict the product of the given reaction. (1) The product is: [NH:1]([C:12]1[C:13](=[O:18])[C:14](=[O:15])[C:11]=1[O:10][CH2:8][CH3:9])[C:2]1[CH:7]=[CH:6][CH:5]=[CH:4][CH:3]=1. Given the reactants [NH2:1][C:2]1[CH:7]=[CH:6][CH:5]=[CH:4][CH:3]=1.[CH2:8]([O:10][C:11]1[C:12](=O)[C:13](=[O:18])[C:14]=1[O:15]CC)[CH3:9], predict the reaction product. (2) Given the reactants [F:1][C:2]1[CH:7]=[CH:6][C:5]([OH:8])=[C:4]([N+:9]([O-])=O)[CH:3]=1.[CH:12](OC)(OC)OC.CC(O)=O, predict the reaction product. The product is: [F:1][C:2]1[CH:7]=[CH:6][C:5]2[O:8][CH:12]=[N:9][C:4]=2[CH:3]=1. (3) Given the reactants [C:1]([NH:9][C:10]1[CH:18]=[C:17]2[C:13]([C:14](=[CH:20][C:21]3[NH:25][C:24]([CH3:26])=[C:23]([C:27]([OH:29])=O)[C:22]=3[CH3:30])[C:15](=[O:19])[NH:16]2)=[CH:12][CH:11]=1)(=[O:8])[C:2]1[CH:7]=[CH:6][CH:5]=[CH:4][CH:3]=1.[CH2:31]([N:33]([CH2:37][CH3:38])[CH2:34][CH2:35][NH2:36])[CH3:32].C(N(CC)C(C)C)(C)C.CN(C(ON1N=NC2C=CC=NC1=2)=[N+](C)C)C.F[P-](F)(F)(F)(F)F, predict the reaction product. The product is: [CH2:31]([N:33]([CH2:37][CH3:38])[CH2:34][CH2:35][NH:36][C:27]([C:23]1[C:22]([CH3:30])=[C:21]([CH:20]=[C:14]2[C:13]3[C:17](=[CH:18][C:10]([NH:9][C:1](=[O:8])[C:2]4[CH:7]=[CH:6][CH:5]=[CH:4][CH:3]=4)=[CH:11][CH:12]=3)[NH:16][C:15]2=[O:19])[NH:25][C:24]=1[CH3:26])=[O:29])[CH3:32]. (4) Given the reactants [NH2:1][C:2]1[CH:7]=[C:6]([N+:8]([O-:10])=[O:9])[CH:5]=[CH:4][C:3]=1[OH:11].C(=O)([O-])[O-].[K+].[K+].[CH:18](I)([CH3:20])[CH3:19].[C:22]1(O)[CH:27]=CC=C[CH:23]=1.C1(O)C=CC=CC=1.NC1C=CC=CC=1, predict the reaction product. The product is: [CH:18]([O:11][C:3]1[CH:4]=[CH:5][C:6]([N+:8]([O-:10])=[O:9])=[CH:7][C:2]=1[NH:1][CH:22]([CH3:27])[CH3:23])([CH3:20])[CH3:19].